This data is from Forward reaction prediction with 1.9M reactions from USPTO patents (1976-2016). The task is: Predict the product of the given reaction. (1) The product is: [CH2:1]([O:3][C:4]([C:6]1[CH:7]=[N:8][N:9]([C:15]2[N:20]=[C:19]([C:21]3[CH:47]=[C:46]([CH3:48])[CH:45]=[CH:44][C:22]=3[O:23][CH2:24][C:25]3[CH:30]=[CH:29][C:28]([CH:31]4[CH2:36][CH2:35][N:34]([C:37]([O:39][C:40]([CH3:42])([CH3:43])[CH3:41])=[O:38])[CH2:33][CH2:32]4)=[CH:27][CH:26]=3)[CH:18]=[CH:17][CH:16]=2)[C:10]=1[C:11]([F:14])([F:13])[F:12])=[O:5])[CH3:2]. Given the reactants [CH2:1]([O:3][C:4]([C:6]1[CH:7]=[N:8][N:9]([C:15]2[N:20]=[C:19]([C:21]3[CH:47]=[C:46]([CH3:48])[CH:45]=[CH:44][C:22]=3[O:23][CH2:24][C:25]3[CH:30]=[CH:29][C:28]([C:31]4[CH2:32][CH2:33][N:34]([C:37]([O:39][C:40]([CH3:43])([CH3:42])[CH3:41])=[O:38])[CH2:35][CH:36]=4)=[CH:27][CH:26]=3)[CH:18]=[CH:17][CH:16]=2)[C:10]=1[C:11]([F:14])([F:13])[F:12])=[O:5])[CH3:2].[H][H], predict the reaction product. (2) The product is: [Br:11][C:12]1[CH:13]=[CH:14][C:15]([Cl:25])=[C:16]([CH:24]=1)[O:17][CH:18]1[CH2:19][CH2:20][N:21]([C:2]2[C:3](=[O:10])[NH:4][C:5](=[O:9])[N:6]([CH3:8])[N:7]=2)[CH2:22][CH2:23]1.[Cl:25][C:15]1[CH:14]=[CH:13][CH:12]=[CH:24][C:16]=1[O:17][CH:18]1[CH2:23][CH2:22][NH:21][CH2:20][CH2:19]1. Given the reactants Br[C:2]1[C:3](=[O:10])[NH:4][C:5](=[O:9])[N:6]([CH3:8])[N:7]=1.[Br:11][C:12]1[CH:13]=[CH:14][C:15]([Cl:25])=[C:16]([CH:24]=1)[O:17][CH:18]1[CH2:23][CH2:22][NH:21][CH2:20][CH2:19]1, predict the reaction product. (3) Given the reactants [CH2:1]([O:8][C:9]1[CH:14]=[CH:13][C:12]([C:15](=[O:17])[CH3:16])=[CH:11][CH:10]=1)[C:2]1[CH:7]=[CH:6][CH:5]=[CH:4][CH:3]=1.C(O[CH:23](N(C)C)[N:24]([CH3:26])[CH3:25])(C)(C)C, predict the reaction product. The product is: [CH2:1]([O:8][C:9]1[CH:10]=[CH:11][C:12]([C:15](=[O:17])/[CH:16]=[CH:23]/[N:24]([CH3:26])[CH3:25])=[CH:13][CH:14]=1)[C:2]1[CH:3]=[CH:4][CH:5]=[CH:6][CH:7]=1. (4) Given the reactants [Cl:1][C:2]1[CH:10]=[CH:9][C:8]([C:11]2[N:12]([C:22]([O:24][C:25]([CH3:28])([CH3:27])[CH3:26])=[O:23])[C:13]3[C:18]([CH:19]=2)=[CH:17][C:16]([CH:20]=O)=[CH:15][CH:14]=3)=[C:7]2[C:3]=1[CH2:4][NH:5][C:6]2=[O:29].[NH2:30][CH2:31][CH:32]([OH:34])[CH3:33].C(O[BH-](OC(=O)C)OC(=O)C)(=O)C.[Na+], predict the reaction product. The product is: [Cl:1][C:2]1[CH:10]=[CH:9][C:8]([C:11]2[N:12]([C:22]([O:24][C:25]([CH3:28])([CH3:26])[CH3:27])=[O:23])[C:13]3[C:18]([CH:19]=2)=[CH:17][C:16]([CH2:20][NH:30][CH2:31][CH:32]([OH:34])[CH3:33])=[CH:15][CH:14]=3)=[C:7]2[C:3]=1[CH2:4][NH:5][C:6]2=[O:29]. (5) Given the reactants I[C:2]1[C:10]2[C:5](=[CH:6][CH:7]=[C:8]([C:11]3[CH:16]=[N:15][CH:14]=[C:13]([O:17][CH:18]([CH3:20])[CH3:19])[N:12]=3)[CH:9]=2)[N:4](S(C2C=CC(C)=CC=2)(=O)=O)[CH:3]=1.CC1(C)C(C)(C)OB([C:39]2[CH:44]=[CH:43][N:42]=[C:41]([NH2:45])[CH:40]=2)O1.P([O-])([O-])([O-])=O.[K+].[K+].[K+].CC(C1C=C(C(C)C)C(C2C=CC=CC=2P(C2CCCCC2)C2CCCCC2)=C(C(C)C)C=1)C, predict the reaction product. The product is: [CH3:20][CH:18]([O:17][C:13]1[N:12]=[C:11]([C:8]2[CH:9]=[C:10]3[C:5](=[CH:6][CH:7]=2)[NH:4][CH:3]=[C:2]3[C:39]2[CH:44]=[CH:43][N:42]=[C:41]([NH2:45])[CH:40]=2)[CH:16]=[N:15][CH:14]=1)[CH3:19].